From a dataset of Forward reaction prediction with 1.9M reactions from USPTO patents (1976-2016). Predict the product of the given reaction. (1) Given the reactants Cl[C:2]1[N:3]=[CH:4][CH:5]=[C:6]2[C:11](=[O:12])[C:10]([C:13]3[CH:18]=[CH:17][C:16]([C:19]4([NH:23][C:24](=[O:30])[O:25][C:26]([CH3:29])([CH3:28])[CH3:27])[CH2:22][CH2:21][CH2:20]4)=[CH:15][CH:14]=3)=[C:9]([C:31]3[CH:36]=[CH:35][CH:34]=[CH:33][CH:32]=3)[O:8][C:7]=12.[N:37]1[CH:42]=[CH:41][CH:40]=[C:39](B(O)O)[CH:38]=1, predict the reaction product. The product is: [O:12]=[C:11]1[C:6]2[C:7](=[C:2]([C:39]3[CH:38]=[N:37][CH:42]=[CH:41][CH:40]=3)[N:3]=[CH:4][CH:5]=2)[O:8][C:9]([C:31]2[CH:36]=[CH:35][CH:34]=[CH:33][CH:32]=2)=[C:10]1[C:13]1[CH:18]=[CH:17][C:16]([C:19]2([NH:23][C:24](=[O:30])[O:25][C:26]([CH3:29])([CH3:28])[CH3:27])[CH2:22][CH2:21][CH2:20]2)=[CH:15][CH:14]=1. (2) The product is: [OH:38][C:39]([C:20]1[CH:19]=[C:18]([C:14]2[CH:13]=[CH:12][C:11]3[N:10]=[CH:9][C:8]4[N:7]([CH3:29])[C:6](=[O:30])[N:5]([CH2:4][C@@H:3]([O:2][CH3:1])[CH3:31])[C:17]=4[C:16]=3[CH:15]=2)[CH:23]=[N:22][CH:21]=1)([CH3:40])[CH3:32]. Given the reactants [CH3:1][O:2][C@@H:3]([CH3:31])[CH2:4][N:5]1[C:17]2[C:16]3[CH:15]=[C:14]([C:18]4[CH:19]=[C:20](C(OCC)=O)[CH:21]=[N:22][CH:23]=4)[CH:13]=[CH:12][C:11]=3[N:10]=[CH:9][C:8]=2[N:7]([CH3:29])[C:6]1=[O:30].[CH3:32][Mg+].[Br-].C([O:38][CH2:39][CH3:40])(=O)C, predict the reaction product. (3) Given the reactants [OH:1][C:2]1[CH:7]=[CH:6][C:5]([C:8]2[CH:12]=[C:11]([C:13]3[CH:18]=[CH:17][CH:16]=[CH:15][CH:14]=3)[NH:10][C:9]=2[C:19](O)=[O:20])=[CH:4][CH:3]=1.Cl.[NH2:23][CH2:24][CH2:25][CH2:26][CH2:27][CH2:28][C:29]([O:31][CH3:32])=[O:30].C(N(CC)CC)C.ON1C2C=CC=CC=2N=N1.Cl.CN(C)CCCN=C=NCC.CN1CCOCC1, predict the reaction product. The product is: [OH:1][C:2]1[CH:7]=[CH:6][C:5]([C:8]2[CH:12]=[C:11]([C:13]3[CH:18]=[CH:17][CH:16]=[CH:15][CH:14]=3)[NH:10][C:9]=2[C:19]([NH:23][CH2:24][CH2:25][CH2:26][CH2:27][CH2:28][C:29]([O:31][CH3:32])=[O:30])=[O:20])=[CH:4][CH:3]=1.